From a dataset of Reaction yield outcomes from USPTO patents with 853,638 reactions. Predict the reaction yield, written as a fraction of the theoretical maximum amount of product (1.0 means a 100% yield; for example, 0.34 means a 34% yield). The reactants are [NH2:1][C:2]1[CH:7]=[CH:6][C:5]([OH:8])=[CH:4][CH:3]=1.[C:9]1(=O)[O:14][C:12](=[O:13])[CH:11]=[CH:10]1. The catalyst is C(O)(=O)C. The product is [OH:8][C:5]1[CH:6]=[CH:7][C:2]([N:1]2[C:12](=[O:13])[CH:11]=[CH:10][C:9]2=[O:14])=[CH:3][CH:4]=1. The yield is 0.330.